Dataset: Catalyst prediction with 721,799 reactions and 888 catalyst types from USPTO. Task: Predict which catalyst facilitates the given reaction. (1) Reactant: Cl[CH2:2][C:3]1[N:4]=[C:5]([CH:8]2[CH2:13][CH2:12][CH:11]([O:14][C:15]3[N:20]=[CH:19][C:18]([CH2:21][CH3:22])=[CH:17][N:16]=3)[CH2:10][CH2:9]2)[S:6][CH:7]=1.Cl.[CH3:24][S:25]([C:28]1[CH:34]=[CH:33][C:31]([NH2:32])=[CH:30][CH:29]=1)(=[O:27])=[O:26].CCN(C(C)C)C(C)C.[I-].[Na+]. Product: [CH2:21]([C:18]1[CH:17]=[N:16][C:15]([O:14][CH:11]2[CH2:12][CH2:13][CH:8]([C:5]3[S:6][CH:7]=[C:3]([CH2:2][NH:32][C:31]4[CH:30]=[CH:29][C:28]([S:25]([CH3:24])(=[O:27])=[O:26])=[CH:34][CH:33]=4)[N:4]=3)[CH2:9][CH2:10]2)=[N:20][CH:19]=1)[CH3:22]. The catalyst class is: 144. (2) Reactant: O.[OH-].[Li+].C[O:5][C:6](=[O:30])[CH2:7][CH2:8][N:9]1[C:13]2[CH:14]=[CH:15][CH:16]=[CH:17][C:12]=2[N:11]([CH2:18][C:19]2[C:28]3[C:23](=[CH:24][CH:25]=[CH:26][CH:27]=3)[CH:22]=[CH:21][CH:20]=2)[C:10]1=[O:29].Cl. Product: [C:19]1([CH2:18][N:11]2[C:12]3[CH:17]=[CH:16][CH:15]=[CH:14][C:13]=3[N:9]([CH2:8][CH2:7][C:6]([OH:30])=[O:5])[C:10]2=[O:29])[C:28]2[C:23](=[CH:24][CH:25]=[CH:26][CH:27]=2)[CH:22]=[CH:21][CH:20]=1. The catalyst class is: 72. (3) Reactant: C([O:8][C:9]([C@H:11]1[C@H:11]([C:9]([OH:8])=[O:10])O1)=[O:10])C1C=CC=CC=1.[C:17]1([CH2:23][CH2:24][CH:25]=O)[CH:22]=[CH:21][CH:20]=[CH:19][CH:18]=1.C(O)(=O)CC(O)=O. Product: [C:17]1([CH2:23][CH2:24][CH:25]=[CH:11][C:9]([OH:10])=[O:8])[CH:18]=[CH:19][CH:20]=[CH:21][CH:22]=1. The catalyst class is: 17. (4) Reactant: C(OC([N:8]1[CH2:13][CH2:12][N:11]([C:14]2[CH:19]=[CH:18][C:17]([O:20][CH3:21])=[C:16]([O:22][CH:23]3[CH2:27][CH2:26][CH2:25][CH2:24]3)[CH:15]=2)[CH2:10][C@@H:9]1[CH2:28][N:29]1[CH2:33][CH2:32][CH2:31][CH2:30]1)=O)(C)(C)C.[ClH:34]. Product: [ClH:34].[ClH:34].[CH:23]1([O:22][C:16]2[CH:15]=[C:14]([N:11]3[CH2:12][CH2:13][NH:8][C@@H:9]([CH2:28][N:29]4[CH2:30][CH2:31][CH2:32][CH2:33]4)[CH2:10]3)[CH:19]=[CH:18][C:17]=2[O:20][CH3:21])[CH2:27][CH2:26][CH2:25][CH2:24]1. The catalyst class is: 12. (5) Reactant: [F:1][C:2]([F:23])([F:22])[C:3]([N:5]1[CH2:11][CH:10]([CH:12]([CH3:14])[CH3:13])[C:9]2[CH:15]=[C:16]([Br:21])[C:17]([O:19]C)=[CH:18][C:8]=2[CH2:7][CH2:6]1)=[O:4].B(Br)(Br)Br. Product: [F:23][C:2]([F:1])([F:22])[C:3]([N:5]1[CH2:11][CH:10]([CH:12]([CH3:14])[CH3:13])[C:9]2[CH:15]=[C:16]([Br:21])[C:17]([OH:19])=[CH:18][C:8]=2[CH2:7][CH2:6]1)=[O:4]. The catalyst class is: 4. (6) Reactant: C[O:2][C:3](=O)[CH:4]=[CH:5][C:6]1([CH3:32])[CH2:10][CH2:9][CH:8]([C:11]([C:24]2[CH:29]=[CH:28][CH:27]=[CH:26][CH:25]=2)([C:18]2[CH:23]=[CH:22][CH:21]=[CH:20][CH:19]=2)[O:12][SiH2:13][C:14]([CH3:17])([CH3:16])[CH3:15])[C:7]1([CH3:31])[CH3:30].[H-].C([Al+]CC(C)C)C(C)C. Product: [C:14]([SiH2:13][O:12][C:11]([C:18]1[CH:19]=[CH:20][CH:21]=[CH:22][CH:23]=1)([C:24]1[CH:29]=[CH:28][CH:27]=[CH:26][CH:25]=1)[CH:8]1[CH2:9][CH2:10][C:6]([CH:5]=[CH:4][CH2:3][OH:2])([CH3:32])[C:7]1([CH3:31])[CH3:30])([CH3:15])([CH3:16])[CH3:17]. The catalyst class is: 2.